Dataset: Catalyst prediction with 721,799 reactions and 888 catalyst types from USPTO. Task: Predict which catalyst facilitates the given reaction. (1) Reactant: [NH2:1][CH2:2][C:3]1[CH:8]=[CH:7][N:6]=[C:5]([CH3:9])[C:4]=1[CH3:10].C(N(CC)CC)C.[CH:18]1([C:24]2[CH:29]=[CH:28][C:27]([S:30](Cl)(=[O:32])=[O:31])=[CH:26][CH:25]=2)[CH2:23][CH2:22][CH2:21][CH2:20][CH2:19]1. Product: [CH:18]1([C:24]2[CH:25]=[CH:26][C:27]([S:30]([NH:1][CH2:2][C:3]3[CH:8]=[CH:7][N:6]=[C:5]([CH3:9])[C:4]=3[CH3:10])(=[O:32])=[O:31])=[CH:28][CH:29]=2)[CH2:19][CH2:20][CH2:21][CH2:22][CH2:23]1. The catalyst class is: 23. (2) Reactant: C[O:2][C:3]1[C:4]([C:9]2[C:14]([Cl:15])=[CH:13][C:12]([Cl:16])=[CH:11][C:10]=2[Cl:17])=[CH:5][CH:6]=[CH:7][CH:8]=1.B(Br)(Br)Br. Product: [Cl:15][C:14]1[CH:13]=[C:12]([Cl:16])[CH:11]=[C:10]([Cl:17])[C:9]=1[C:4]1[C:3]([OH:2])=[CH:8][CH:7]=[CH:6][CH:5]=1. The catalyst class is: 4. (3) Reactant: [N:1]1([S:7]([C:10]2[CH:15]=[CH:14][C:13]([NH2:16])=[CH:12][CH:11]=2)(=[O:9])=[O:8])[CH2:6][CH2:5][O:4][CH2:3][CH2:2]1.[Br:17][C:18]1[CH:19]=[C:20]([CH:23]=[CH:24][CH:25]=1)[CH:21]=O.[CH2:26]=[C:27]([CH3:29])[CH3:28].FC(F)(F)S([O-])(=O)=O.[Yb+3].FC(F)(F)S([O-])(=O)=O.FC(F)(F)S([O-])(=O)=O. Product: [Br:17][C:18]1[CH:19]=[C:20]([CH:21]2[CH2:26][C:27]([CH3:29])([CH3:28])[C:12]3[C:13](=[CH:14][CH:15]=[C:10]([S:7]([N:1]4[CH2:2][CH2:3][O:4][CH2:5][CH2:6]4)(=[O:9])=[O:8])[CH:11]=3)[NH:16]2)[CH:23]=[CH:24][CH:25]=1. The catalyst class is: 115. (4) Reactant: [C:1]1([C:6]2[CH:7]=[C:8]([C:12]3[C:17]([C:18]4[CH:19]=[C:20]5[CH:26]=[N:25][NH:24][C:21]5=[N:22][CH:23]=4)=[CH:16][CH:15]=[CH:14][N:13]=3)[CH:9]=[CH:10][CH:11]=2)[CH2:5][CH2:4][CH2:3][CH:2]=1. Product: [CH:1]1([C:6]2[CH:7]=[C:8]([C:12]3[C:17]([C:18]4[CH:19]=[C:20]5[CH:26]=[N:25][NH:24][C:21]5=[N:22][CH:23]=4)=[CH:16][CH:15]=[CH:14][N:13]=3)[CH:9]=[CH:10][CH:11]=2)[CH2:2][CH2:3][CH2:4][CH2:5]1. The catalyst class is: 50.